From a dataset of NCI-60 drug combinations with 297,098 pairs across 59 cell lines. Regression. Given two drug SMILES strings and cell line genomic features, predict the synergy score measuring deviation from expected non-interaction effect. (1) Drug 1: CC1=C(C(=CC=C1)Cl)NC(=O)C2=CN=C(S2)NC3=CC(=NC(=N3)C)N4CCN(CC4)CCO. Drug 2: CN1C2=C(C=C(C=C2)N(CCCl)CCCl)N=C1CCCC(=O)O.Cl. Cell line: HCC-2998. Synergy scores: CSS=6.81, Synergy_ZIP=-2.89, Synergy_Bliss=-4.69, Synergy_Loewe=-24.3, Synergy_HSA=-3.41. (2) Drug 1: CN1C2=C(C=C(C=C2)N(CCCl)CCCl)N=C1CCCC(=O)O.Cl. Drug 2: C1CC(=O)NC(=O)C1N2C(=O)C3=CC=CC=C3C2=O. Cell line: NCI-H322M. Synergy scores: CSS=-1.90, Synergy_ZIP=1.09, Synergy_Bliss=-0.657, Synergy_Loewe=-1.68, Synergy_HSA=-2.44.